From a dataset of Reaction yield outcomes from USPTO patents with 853,638 reactions. Predict the reaction yield, written as a fraction of the theoretical maximum amount of product (1.0 means a 100% yield; for example, 0.34 means a 34% yield). (1) The reactants are CI.[CH3:3][NH:4][C:5]([C:7]1[C:11]2[CH:12]=[C:13]([Br:21])[C:14]([NH:16][S:17]([CH3:20])(=[O:19])=[O:18])=[CH:15][C:10]=2[O:9][C:8]=1[C:22]1[CH:27]=[CH:26][C:25]([F:28])=[CH:24][CH:23]=1)=[O:6].[C:29]([O-])([O-])=O.[K+].[K+]. The catalyst is CN(C=O)C. The product is [CH3:3][NH:4][C:5]([C:7]1[C:11]2[CH:12]=[C:13]([Br:21])[C:14]([N:16]([S:17]([CH3:20])(=[O:18])=[O:19])[CH3:29])=[CH:15][C:10]=2[O:9][C:8]=1[C:22]1[CH:27]=[CH:26][C:25]([F:28])=[CH:24][CH:23]=1)=[O:6]. The yield is 0.930. (2) The reactants are [Cl-].O[NH3+:3].[C:4](=[O:7])([O-])[OH:5].[Na+].CS(C)=O.[F:13][C:14]1[CH:15]=[C:16]([C:44]2[C:45]([C:50]#[N:51])=[CH:46][CH:47]=[CH:48][CH:49]=2)[CH:17]=[CH:18][C:19]=1[CH2:20][C:21]1[C:22](=[O:43])[N:23]([C@H:33]2[CH2:36][C@@H:35]([O:37][CH2:38][C:39]([OH:42])([CH3:41])[CH3:40])[CH2:34]2)[C:24]2[N:25]([N:30]=[CH:31][N:32]=2)[C:26]=1[CH2:27][CH2:28][CH3:29]. The catalyst is O.C(OCC)(=O)C. The product is [F:13][C:14]1[CH:15]=[C:16]([C:44]2[CH:49]=[CH:48][CH:47]=[CH:46][C:45]=2[C:50]2[NH:3][C:4](=[O:7])[O:5][N:51]=2)[CH:17]=[CH:18][C:19]=1[CH2:20][C:21]1[C:22](=[O:43])[N:23]([C@H:33]2[CH2:36][C@@H:35]([O:37][CH2:38][C:39]([OH:42])([CH3:40])[CH3:41])[CH2:34]2)[C:24]2[N:25]([N:30]=[CH:31][N:32]=2)[C:26]=1[CH2:27][CH2:28][CH3:29]. The yield is 0.700. (3) The reactants are [F:1][C:2]1[CH:7]=[CH:6][C:5]([C:8]2[N:12]([S:13]([C:16]3[CH:21]=[CH:20][CH:19]=[CH:18][CH:17]=3)(=[O:15])=[O:14])[C:11]([CH3:22])=[C:10]([CH2:23][OH:24])[CH:9]=2)=[CH:4][CH:3]=1.C[N+]1([O-])CCOCC1. The catalyst is C(#N)C.[Ru]([O-])(=O)(=O)=O.C([N+](CCC)(CCC)CCC)CC. The product is [F:1][C:2]1[CH:3]=[CH:4][C:5]([C:8]2[N:12]([S:13]([C:16]3[CH:21]=[CH:20][CH:19]=[CH:18][CH:17]=3)(=[O:15])=[O:14])[C:11]([CH3:22])=[C:10]([CH:23]=[O:24])[CH:9]=2)=[CH:6][CH:7]=1. The yield is 0.660. (4) The reactants are [F:1][C:2]1[C:3]([N:9]=[CH:10][N:11]([CH3:13])[CH3:12])=[N:4][C:5]([OH:8])=[N:6][CH:7]=1.C(N(CC)CC)C.Cl[C:22]([O:24][CH2:25][CH3:26])=[O:23]. The catalyst is C(Cl)Cl. The product is [CH2:25]([O:24][C:22](=[O:23])[O:8][C:5]1[N:4]=[C:3]([N:9]=[CH:10][N:11]([CH3:13])[CH3:12])[C:2]([F:1])=[CH:7][N:6]=1)[CH3:26]. The yield is 0.220.